From a dataset of Full USPTO retrosynthesis dataset with 1.9M reactions from patents (1976-2016). Predict the reactants needed to synthesize the given product. (1) The reactants are: [Cl:1][C:2]1[CH:10]=[C:9]2[C:5]([CH:6]=[CH:7][NH:8]2)=[CH:4][CH:3]=1.[Cl:11][C:12]1[CH:19]=[C:18]([F:20])[CH:17]=[CH:16][C:13]=1[CH:14]=O. Given the product [Cl:1][C:2]1[CH:10]=[C:9]2[C:5]([C:6]([CH:14]([C:6]3[C:5]4[C:9](=[CH:10][C:2]([Cl:1])=[CH:3][CH:4]=4)[NH:8][CH:7]=3)[C:13]3[CH:16]=[CH:17][C:18]([F:20])=[CH:19][C:12]=3[Cl:11])=[CH:7][NH:8]2)=[CH:4][CH:3]=1, predict the reactants needed to synthesize it. (2) Given the product [F:6][C:7]1[CH:36]=[C:35]([F:37])[CH:34]=[CH:33][C:8]=1[CH2:9][N:10]1[C:14]2=[N:15][CH:16]=[CH:17][CH:18]=[C:13]2[C:12]([C:19]2[N:20]=[N:21][C:22]3[C:26]([CH3:32])([CH3:31])[C:27](=[O:29])[NH:38][C:23]=3[N:24]=2)=[N:11]1, predict the reactants needed to synthesize it. The reactants are: P(Cl)(Cl)(Cl)=O.[F:6][C:7]1[CH:36]=[C:35]([F:37])[CH:34]=[CH:33][C:8]=1[CH2:9][N:10]1[C:14]2=[N:15][CH:16]=[CH:17][CH:18]=[C:13]2[C:12]([C:19]2[N:20]=[N:21][C:22]([C:26]([CH3:32])([CH3:31])[C:27]([O:29]C)=O)=[C:23](O)[N:24]=2)=[N:11]1.[NH3:38]. (3) Given the product [CH:1]1([C:4]2[CH:5]=[C:6]([CH:11]=[C:12]([CH:19]3[CH2:21][CH2:20]3)[C:13]=2[O:14][C:15]([F:16])([F:17])[F:18])[CH:7]=[O:8])[CH2:2][CH2:3]1, predict the reactants needed to synthesize it. The reactants are: [CH:1]1([C:4]2[CH:5]=[C:6]([CH:11]=[C:12]([CH:19]3[CH2:21][CH2:20]3)[C:13]=2[O:14][C:15]([F:18])([F:17])[F:16])[C:7](OC)=[O:8])[CH2:3][CH2:2]1.CC(C[AlH]CC(C)C)C. (4) Given the product [ClH:24].[ClH:24].[N:17]1[CH:18]=[CH:19][CH:20]=[CH:21][C:16]=1[CH2:15][NH:14][C:13]([C:10]1([F:23])[CH2:11][CH2:12][NH:8][CH2:9]1)=[O:22], predict the reactants needed to synthesize it. The reactants are: C(OC([N:8]1[CH2:12][CH2:11][C:10]([F:23])([C:13](=[O:22])[NH:14][CH2:15][C:16]2[CH:21]=[CH:20][CH:19]=[CH:18][N:17]=2)[CH2:9]1)=O)(C)(C)C.[ClH:24].O1CCOCC1. (5) Given the product [F:2][C:3]1([C:9]2[CH:14]=[CH:13][CH:12]=[CH:11][C:10]=2[C:15]([F:16])([F:17])[F:18])[CH2:4][CH2:5][N:6]([C:35]([C:34]2[C:28]3[CH2:27][N:26]([C:24]([O:23][C:19]([CH3:22])([CH3:21])[CH3:20])=[O:25])[CH2:31][CH2:30][C:29]=3[NH:32][N:33]=2)=[O:36])[CH2:7][CH2:8]1, predict the reactants needed to synthesize it. The reactants are: Cl.[F:2][C:3]1([C:9]2[CH:14]=[CH:13][CH:12]=[CH:11][C:10]=2[C:15]([F:18])([F:17])[F:16])[CH2:8][CH2:7][NH:6][CH2:5][CH2:4]1.[C:19]([O:23][C:24]([N:26]1[CH2:31][CH2:30][C:29]2[NH:32][N:33]=[C:34]([C:35](O)=[O:36])[C:28]=2[CH2:27]1)=[O:25])([CH3:22])([CH3:21])[CH3:20].CCN(C(C)C)C(C)C.CCN=C=NCCCN(C)C.C1C=CC2N(O)N=NC=2C=1. (6) Given the product [Br:23][C:21]1[CH:20]=[C:19]([CH3:24])[C:18]([O:25][CH:26]2[CH2:29][CH2:28][CH2:27]2)=[C:17]([CH:22]=1)[C:16]([NH:15][C:6]1([C:4]([OH:5])=[O:3])[CH2:14][C:13]2[C:8](=[CH:9][CH:10]=[CH:11][CH:12]=2)[CH2:7]1)=[O:30], predict the reactants needed to synthesize it. The reactants are: C([O:3][C:4]([C:6]1([NH:15][C:16](=[O:30])[C:17]2[CH:22]=[C:21]([Br:23])[CH:20]=[C:19]([CH3:24])[C:18]=2[O:25][CH:26]2[CH2:29][CH2:28][CH2:27]2)[CH2:14][C:13]2[C:8](=[CH:9][CH:10]=[CH:11][CH:12]=2)[CH2:7]1)=[O:5])C.O1CCOCC1.CO.O.